Dataset: Reaction yield outcomes from USPTO patents with 853,638 reactions. Task: Predict the reaction yield, written as a fraction of the theoretical maximum amount of product (1.0 means a 100% yield; for example, 0.34 means a 34% yield). The reactants are [C:1]1([C:3](=[CH:5][CH:6]=[CH:7][CH:8]=1)O)O.C([Zn]CC)C.[C:14]1([C:20]#[C:21][Li])[CH:19]=[CH:18][CH:17]=[CH:16][CH:15]=1.C(#N)C1C=CC=CC=1.CCCCCCCCCCCCC. The catalyst is C1COCC1. The product is [C:1]1([C:21]#[C:20][C:14]2[CH:19]=[CH:18][CH:17]=[CH:16][CH:15]=2)[CH:3]=[CH:5][CH:6]=[CH:7][CH:8]=1. The yield is 0.540.